This data is from Full USPTO retrosynthesis dataset with 1.9M reactions from patents (1976-2016). The task is: Predict the reactants needed to synthesize the given product. Given the product [CH2:37]([O:39][C:40](=[O:71])[C:41]([NH2:43])([C:46]1[CH:55]=[CH:54][C:53]2[C:48](=[CH:49][CH:50]=[C:51]([O:60][C@H:61]3[CH2:62][CH2:63][C@H:64]([C:67]([CH3:70])([CH3:69])[CH3:68])[CH2:65][CH2:66]3)[C:52]=2[C:56]([F:57])([F:59])[F:58])[N:47]=1)[CH3:42])[CH3:38], predict the reactants needed to synthesize it. The reactants are: C(OC(=O)C(N)(C1C=CC2C(=CC=C(O[C@H]3CC[C@H](C(C)(C)C)CC3)C=2)N=1)C)C.C(O)(C(F)(F)F)=O.[CH2:37]([O:39][C:40](=[O:71])[C:41]([C:46]1[CH:55]=[CH:54][C:53]2[C:48](=[CH:49][CH:50]=[C:51]([O:60][C@H:61]3[CH2:66][CH2:65][C@H:64]([C:67]([CH3:70])([CH3:69])[CH3:68])[CH2:63][CH2:62]3)[C:52]=2[C:56]([F:59])([F:58])[F:57])[N:47]=1)([N+:43]([O-])=O)[CH3:42])[CH3:38].